This data is from HIV replication inhibition screening data with 41,000+ compounds from the AIDS Antiviral Screen. The task is: Binary Classification. Given a drug SMILES string, predict its activity (active/inactive) in a high-throughput screening assay against a specified biological target. The molecule is O=C(O)C(NS(=O)(=O)c1ccc(F)cc1)c1ccccc1. The result is 0 (inactive).